From a dataset of Full USPTO retrosynthesis dataset with 1.9M reactions from patents (1976-2016). Predict the reactants needed to synthesize the given product. (1) Given the product [Cl:14][C:3]1[CH:4]=[C:5]([O:12][CH3:13])[C:6]([O:8][CH2:9][O:10][CH3:11])=[CH:7][C:2]=1[C:16]1[C:17]2[C:26]([C:27]#[N:28])=[CH:25][N:24]([CH2:29][O:30][CH2:31][CH2:32][Si:33]([CH3:34])([CH3:36])[CH3:35])[C:18]=2[N:19]=[C:20]([S:22][CH3:23])[N:21]=1, predict the reactants needed to synthesize it. The reactants are: Br[C:2]1[CH:7]=[C:6]([O:8][CH2:9][O:10][CH3:11])[C:5]([O:12][CH3:13])=[CH:4][C:3]=1[Cl:14].Cl[C:16]1[C:17]2[C:26]([C:27]#[N:28])=[CH:25][N:24]([CH2:29][O:30][CH2:31][CH2:32][Si:33]([CH3:36])([CH3:35])[CH3:34])[C:18]=2[N:19]=[C:20]([S:22][CH3:23])[N:21]=1. (2) Given the product [C:13]([CH:2]([C:3]([O:5][CH2:6][CH3:7])=[O:4])[C:1]([O:9][CH2:10][CH3:11])=[O:8])(=[O:15])[CH3:14], predict the reactants needed to synthesize it. The reactants are: [C:1]([O:9][CH2:10][CH3:11])(=[O:8])[CH2:2][C:3]([O:5][CH2:6][CH3:7])=[O:4].[Mg].[CH2:13]([OH:15])[CH3:14].C(Cl)(Cl)(Cl)Cl.C(Cl)(=O)C.Cl. (3) Given the product [CH:1]1([S:4]([C:7]2[CH:12]=[CH:11][C:10]([CH:13]([C:21]3[NH:25][C:24]([C:26]4[S:27][C:28]([CH2:31][CH2:32][C:33]([OH:35])=[O:34])=[CH:29][N:30]=4)=[CH:23][CH:22]=3)[CH2:14][CH:15]3[CH2:20][CH2:19][O:18][CH2:17][CH2:16]3)=[CH:9][CH:8]=2)(=[O:5])=[O:6])[CH2:3][CH2:2]1, predict the reactants needed to synthesize it. The reactants are: [CH:1]1([S:4]([C:7]2[CH:12]=[CH:11][C:10]([CH:13]([C:21]3[NH:25][C:24]([C:26]4[S:27][C:28]([CH2:31][CH2:32][C:33]([O:35]CC)=[O:34])=[CH:29][N:30]=4)=[CH:23][CH:22]=3)[CH2:14][CH:15]3[CH2:20][CH2:19][O:18][CH2:17][CH2:16]3)=[CH:9][CH:8]=2)(=[O:6])=[O:5])[CH2:3][CH2:2]1.[OH-].[Na+].Cl.[Cl-].[Ca+2].[Cl-]. (4) Given the product [CH3:63][CH2:64][CH2:65][CH2:66][CH2:61][CH2:60][CH2:59][CH2:57][O:56][C:4]1[CH:26]=[CH:25][C:7]([C:8]([C:10]2[CH:11]=[CH:21][CH:22]=[CH:23][CH:24]=2)=[O:9])=[C:6]([OH:27])[CH:5]=1, predict the reactants needed to synthesize it. The reactants are: C(N(CC)[C:4]1[CH:26]=[CH:25][C:7]([C:8]([C:10]2[CH:24]=[CH:23][CH:22]=[CH:21][C:11]=2C(OCCCCCC)=O)=[O:9])=[C:6]([OH:27])[CH:5]=1)C.CCCCC(COC(C1C=CC=CC=1O)=O)CC.CCCCC(C[O:56][C:57](/[CH:59]=[CH:60]/[C:61]1C=[CH:63][C:64](OC)=[CH:65][CH:66]=1)=O)CC. (5) The reactants are: [NH2:1][C:2](=[O:46])[C:3]([CH3:45])([CH3:44])[CH2:4][NH:5][C:6]([C@H:8]([CH:41]([CH3:43])[CH3:42])[CH2:9][C@@H:10]1[O:14][CH2:13][N:12]([C:15]([O:17][CH2:18][CH2:19]Cl)=[O:16])[C@H:11]1[CH2:21][C@H:22]([CH2:26][C:27]1[CH:32]=[CH:31][C:30]([O:33][CH3:34])=[C:29]([O:35][CH2:36][CH2:37][CH2:38][O:39][CH3:40])[CH:28]=1)[CH:23]([CH3:25])[CH3:24])=[O:7].C(=O)([O-])[O-].[Cs+].[Cs+].[I-].[Cs+].[CH3:55][N:56]1[C:60]([C:61]([OH:63])=[O:62])=[CH:59][N:58]=[CH:57]1. Given the product [NH2:1][C:2](=[O:46])[C:3]([CH3:45])([CH3:44])[CH2:4][NH:5][C:6]([C@H:8]([CH:41]([CH3:43])[CH3:42])[CH2:9][C@@H:10]1[O:14][CH2:13][N:12]([C:15]([O:17][CH2:18][CH2:19][O:63][C:61]([C:60]2[N:56]([CH3:55])[CH:57]=[N:58][CH:59]=2)=[O:62])=[O:16])[C@H:11]1[CH2:21][C@H:22]([CH2:26][C:27]1[CH:32]=[CH:31][C:30]([O:33][CH3:34])=[C:29]([O:35][CH2:36][CH2:37][CH2:38][O:39][CH3:40])[CH:28]=1)[CH:23]([CH3:25])[CH3:24])=[O:7], predict the reactants needed to synthesize it.